Dataset: Forward reaction prediction with 1.9M reactions from USPTO patents (1976-2016). Task: Predict the product of the given reaction. (1) Given the reactants [NH2:1][C:2]1[CH:7]=[N:6][CH:5]=[CH:4][N:3]=1.CO[CH:10](OC)[CH2:11]Br.Br, predict the reaction product. The product is: [N:1]1[CH:10]=[CH:11][N:3]2[CH:4]=[CH:5][N:6]=[CH:7][C:2]=12. (2) Given the reactants [C:1](Cl)(=[O:3])[CH3:2].[S:5]1[CH:9]=[CH:8][C:7]2[CH:10]=[CH:11][CH:12]=[C:13]([C:14](O)=[O:15])[C:6]1=2, predict the reaction product. The product is: [CH2:1]([O:3][C:14]([C:13]1[C:6]2[S:5][CH:9]=[CH:8][C:7]=2[CH:10]=[CH:11][CH:12]=1)=[O:15])[CH3:2]. (3) Given the reactants [Br:1][CH2:2][C:3]#[C:4][C:5]1[CH:10]=[CH:9][C:8](O)=[CH:7][CH:6]=1.C1(P(C2C=CC=CC=2)C2C=CC=CC=2)C=CC=CC=1.BrBr.[Cl:33]CCl, predict the reaction product. The product is: [Br:1][CH2:2][C:3]#[C:4][C:5]1[CH:10]=[CH:9][C:8]([Cl:33])=[CH:7][CH:6]=1. (4) Given the reactants [CH:1]1([CH2:6][CH:7]([N:11]2[C:16](=[O:17])[CH:15]=[C:14]([O:18][C:19]3[CH:24]=[CH:23][CH:22]=[C:21]([O:25][C:26]4[CH:31]=[CH:30][CH:29]=[CH:28][CH:27]=4)[CH:20]=3)[CH:13]=[N:12]2)[C:8](O)=[O:9])[CH2:5][CH2:4][CH2:3][CH2:2]1.[NH2:32][C:33]1[CH:37]=[CH:36][N:35]([CH2:38][C:39]([CH3:42])([OH:41])[CH3:40])[N:34]=1, predict the reaction product. The product is: [CH:1]1([CH2:6][CH:7]([N:11]2[C:16](=[O:17])[CH:15]=[C:14]([O:18][C:19]3[CH:24]=[CH:23][CH:22]=[C:21]([O:25][C:26]4[CH:31]=[CH:30][CH:29]=[CH:28][CH:27]=4)[CH:20]=3)[CH:13]=[N:12]2)[C:8]([NH:32][C:33]2[CH:37]=[CH:36][N:35]([CH2:38][C:39]([OH:41])([CH3:42])[CH3:40])[N:34]=2)=[O:9])[CH2:2][CH2:3][CH2:4][CH2:5]1. (5) Given the reactants [N:1]([CH2:4][CH:5]=[CH2:6])=[C:2]=[O:3].[CH3:7][C:8]1([CH3:34])[CH2:17][CH2:16][C:15]([CH3:19])([CH3:18])[C:14]2[CH:13]=[C:12]([C:20]3[O:24][C:23]([CH2:25][CH2:26][C:27]4[CH:32]=[CH:31][C:30]([NH2:33])=[CH:29][CH:28]=4)=[N:22][N:21]=3)[CH:11]=[CH:10][C:9]1=2, predict the reaction product. The product is: [CH2:4]([NH:1][C:2]([NH:33][C:30]1[CH:29]=[CH:28][C:27]([CH2:26][CH2:25][C:23]2[O:24][C:20]([C:12]3[CH:11]=[CH:10][C:9]4[C:8]([CH3:34])([CH3:7])[CH2:17][CH2:16][C:15]([CH3:19])([CH3:18])[C:14]=4[CH:13]=3)=[N:21][N:22]=2)=[CH:32][CH:31]=1)=[O:3])[CH:5]=[CH2:6]. (6) The product is: [Cl:2][C:3]1[CH:30]=[C:29]([Cl:31])[CH:28]=[CH:27][C:4]=1[CH2:5][O:6][C:7]1[CH:26]=[CH:25][C:10]2[C:11]([OH:21])=[C:12]([C:14]([NH:16][CH2:17][CH2:18][O:19][CH3:20])=[O:15])[S:13][C:9]=2[CH:8]=1. Given the reactants Cl.[Cl:2][C:3]1[CH:30]=[C:29]([Cl:31])[CH:28]=[CH:27][C:4]=1[CH2:5][O:6][C:7]1[CH:26]=[CH:25][C:10]2[C:11]([O:21]COC)=[C:12]([C:14]([NH:16][CH2:17][CH2:18][O:19][CH3:20])=[O:15])[S:13][C:9]=2[CH:8]=1.C([O-])(O)=O.[Na+], predict the reaction product.